Task: Predict which catalyst facilitates the given reaction.. Dataset: Catalyst prediction with 721,799 reactions and 888 catalyst types from USPTO (1) Reactant: OO.O.[OH-].[Li+].C(OC(N([C@@H](C1C=CC=C(OC)C=1)C)[C:12](=[O:23])[CH:13]([CH2:20][CH:21]=[CH2:22])[CH2:14][CH2:15][CH2:16][CH2:17][CH2:18][CH3:19])=O)C.S([O-])([O-])=[O:35].[Na+].[Na+]. Product: [CH2:20]([CH:13]([CH2:14][CH2:15][CH2:16][CH2:17][CH2:18][CH3:19])[C:12]([OH:23])=[O:35])[CH:21]=[CH2:22]. The catalyst class is: 20. (2) Reactant: [C:1]1([NH:7][C:8]([N:10]2[CH2:15][CH2:14][NH:13][CH2:12][CH2:11]2)=[O:9])[CH:6]=[CH:5][CH:4]=[CH:3][CH:2]=1.[OH:16][C:17]1[CH:18]=[C:19]([CH:22]=[CH:23][CH:24]=1)[CH:20]=O.[BH-](OC(C)=O)(OC(C)=O)OC(C)=O.[Na+].[OH-].[Na+].Cl. Product: [C:1]1([NH:7][C:8]([N:10]2[CH2:15][CH2:14][N:13]([CH2:20][C:19]3[CH:22]=[CH:23][CH:24]=[C:17]([OH:16])[CH:18]=3)[CH2:12][CH2:11]2)=[O:9])[CH:6]=[CH:5][CH:4]=[CH:3][CH:2]=1. The catalyst class is: 322. (3) Product: [I:1][C:2]1[CH:7]=[CH:6][C:5]([S:8]([NH:29][CH2:28][CH2:27][O:26][CH2:25][CH2:24][O:23][CH2:22][CH2:21][O:20][CH3:19])(=[O:10])=[O:9])=[CH:4][CH:3]=1. The catalyst class is: 2. Reactant: [I:1][C:2]1[CH:7]=[CH:6][C:5]([S:8](Cl)(=[O:10])=[O:9])=[CH:4][CH:3]=1.C(N(CC)CC)C.[CH3:19][O:20][CH2:21][CH2:22][O:23][CH2:24][CH2:25][O:26][CH2:27][CH2:28][NH2:29]. (4) Reactant: [Cl:1][C:2]1[C:3]([O:12][C:13]2[CH:18]=[C:17]([OH:19])[CH:16]=[CH:15][C:14]=2[CH2:20][CH2:21][C:22]([O:24][CH2:25][CH3:26])=[O:23])=[N:4][CH:5]=[C:6]([C:8]([F:11])([F:10])[F:9])[CH:7]=1.Cl[Si:28]([CH:35]([CH3:37])[CH3:36])([CH:32]([CH3:34])[CH3:33])[CH:29]([CH3:31])[CH3:30].N1C=CN=C1.O. Product: [Cl:1][C:2]1[C:3]([O:12][C:13]2[CH:18]=[C:17]([O:19][Si:28]([CH:35]([CH3:37])[CH3:36])([CH:32]([CH3:34])[CH3:33])[CH:29]([CH3:31])[CH3:30])[CH:16]=[CH:15][C:14]=2[CH2:20][CH2:21][C:22]([O:24][CH2:25][CH3:26])=[O:23])=[N:4][CH:5]=[C:6]([C:8]([F:9])([F:11])[F:10])[CH:7]=1. The catalyst class is: 9. (5) Reactant: [NH2:1][C@@H:2]([CH2:5][C:6]1[CH:11]=[CH:10][CH:9]=[CH:8][CH:7]=1)[CH2:3][OH:4].C(N(CC)CC)C.[Br:19][CH2:20][C:21](Br)=[O:22]. Product: [Br:19][CH2:20][C:21]([NH:1][C@H:2]([CH2:3][OH:4])[CH2:5][C:6]1[CH:11]=[CH:10][CH:9]=[CH:8][CH:7]=1)=[O:22]. The catalyst class is: 1.